Dataset: Reaction yield outcomes from USPTO patents with 853,638 reactions. Task: Predict the reaction yield, written as a fraction of the theoretical maximum amount of product (1.0 means a 100% yield; for example, 0.34 means a 34% yield). (1) The reactants are [C:1]([O:5][C:6]([N:8]1[CH2:13][CH2:12][CH:11]([OH:14])[CH2:10][CH2:9]1)=[O:7])([CH3:4])([CH3:3])[CH3:2].[H-].[Na+].Cl[C:18]1[N:23]=[CH:22][N:21]=[C:20]([NH:24][C:25]2[CH:30]=[CH:29][C:28]([S:31]([CH3:34])(=[O:33])=[O:32])=[CH:27][CH:26]=2)[C:19]=1[N+:35]([O-:37])=[O:36]. The catalyst is C1COCC1. The product is [C:1]([O:5][C:6]([N:8]1[CH2:13][CH2:12][CH:11]([O:14][C:18]2[C:19]([N+:35]([O-:37])=[O:36])=[C:20]([NH:24][C:25]3[CH:26]=[CH:27][C:28]([S:31]([CH3:34])(=[O:32])=[O:33])=[CH:29][CH:30]=3)[N:21]=[CH:22][N:23]=2)[CH2:10][CH2:9]1)=[O:7])([CH3:4])([CH3:2])[CH3:3]. The yield is 0.680. (2) The reactants are C(O[C:4]([C:6]1[CH:7]=[C:8]2[C:12](=[CH:13][CH:14]=1)[NH:11][N:10]=[C:9]2[C:15]1[CH:24]=[CH:23][C:22]2[C:17](=[CH:18][CH:19]=[C:20]([O:25][CH2:26][CH:27]3[CH2:32][N:31]([CH3:33])[CH2:30][CH2:29][N:28]3[CH3:34])[CH:21]=2)[CH:16]=1)=[NH:5])C.[CH3:35][CH:36]([CH3:42])[CH2:37][C:38]([NH:40][NH2:41])=O.C(N(CC)CC)C. The catalyst is CO. The product is [CH3:34][N:28]1[CH2:29][CH2:30][N:31]([CH3:33])[CH2:32][CH:27]1[CH2:26][O:25][C:20]1[CH:21]=[C:22]2[C:17](=[CH:18][CH:19]=1)[CH:16]=[C:15]([C:9]1[C:8]3[C:12](=[CH:13][CH:14]=[C:6]([C:4]4[N:5]=[C:38]([CH2:37][CH:36]([CH3:42])[CH3:35])[NH:40][N:41]=4)[CH:7]=3)[NH:11][N:10]=1)[CH:24]=[CH:23]2. The yield is 0.230.